Dataset: Reaction yield outcomes from USPTO patents with 853,638 reactions. Task: Predict the reaction yield, written as a fraction of the theoretical maximum amount of product (1.0 means a 100% yield; for example, 0.34 means a 34% yield). (1) The reactants are [CH2:1]([O:3][C:4]([C:6]1([NH:11][C:12]([CH:14]2[CH2:18][CH:17]([O:19][C:20]3[C:29]4[C:24](=[C:25]([CH3:32])[C:26]([O:30][CH3:31])=[CH:27][CH:28]=4)[N:23]=[C:22]([C:33]4[CH:38]=[CH:37][CH:36]=[C:35]([CH3:39])[N:34]=4)[CH:21]=3)[CH2:16][CH:15]2[C:40](=[O:49])[N:41]([CH2:43][CH2:44][CH2:45][CH2:46]C=C)[CH3:42])=[O:13])[CH2:8][CH:7]1[CH:9]=[CH2:10])=[O:5])[CH3:2]. The catalyst is ClCCCl. The product is [CH2:1]([O:3][C:4]([C:6]12[CH2:8][CH:7]1[CH:9]=[CH:10][CH2:46][CH2:45][CH2:44][CH2:43][N:41]([CH3:42])[C:40](=[O:49])[CH:15]1[CH:14]([CH2:18][CH:17]([O:19][C:20]3[C:29]4[C:24](=[C:25]([CH3:32])[C:26]([O:30][CH3:31])=[CH:27][CH:28]=4)[N:23]=[C:22]([C:33]4[CH:38]=[CH:37][CH:36]=[C:35]([CH3:39])[N:34]=4)[CH:21]=3)[CH2:16]1)[C:12](=[O:13])[NH:11]2)=[O:5])[CH3:2]. The yield is 0.580. (2) The reactants are [Cl:1][C:2]1[CH:3]=[C:4]([C:9]2([C:27]([F:30])([F:29])[F:28])[O:13][N:12]=[C:11]([C:14]3[C:23]4[C:18](=[CH:19][CH:20]=[CH:21][CH:22]=4)[C:17]([C:24]([OH:26])=[O:25])=[CH:16][CH:15]=3)[CH2:10]2)[CH:5]=[C:6]([Cl:8])[CH:7]=1.C(Cl)(=O)C(Cl)=O.O[C:38]1[CH:43]=[CH:42][CH:41]=[CH:40][N:39]=1.C([O-])([O-])=O.[K+].[K+]. The catalyst is ClCCl.CN(C)C=O. The product is [Cl:1][C:2]1[CH:3]=[C:4]([C:9]2([C:27]([F:28])([F:30])[F:29])[O:13][N:12]=[C:11]([C:14]3[C:23]4[C:18](=[CH:19][CH:20]=[CH:21][CH:22]=4)[C:17]([C:24]([O:26][C:38]4[CH:43]=[CH:42][CH:41]=[CH:40][N:39]=4)=[O:25])=[CH:16][CH:15]=3)[CH2:10]2)[CH:5]=[C:6]([Cl:8])[CH:7]=1. The yield is 0.460. (3) The reactants are [Cl:1][C:2]1[C:3]([O:10][CH:11]([CH3:13])[CH3:12])=[C:4]([CH2:8][OH:9])[CH:5]=[CH:6][CH:7]=1. The yield is 0.310. The product is [Cl:1][C:2]1[C:3]([O:10][CH:11]([CH3:13])[CH3:12])=[C:4]([CH:5]=[CH:6][CH:7]=1)[CH:8]=[O:9]. The catalyst is C1C=CC=CC=1.O=[Mn]=O.